From a dataset of Full USPTO retrosynthesis dataset with 1.9M reactions from patents (1976-2016). Predict the reactants needed to synthesize the given product. (1) The reactants are: [CH2:1]([OH:6])[C:2]([F:5])([F:4])[F:3].CC(C)([O-])C.[K+].F[C:14]1[CH:21]=[C:20]([O:22][CH:23]([C:26]2[S:30][C:29]([C:31]3[CH:36]=[CH:35][C:34]([C:37]([F:40])([F:39])[F:38])=[CH:33][CH:32]=3)=[N:28][C:27]=2[CH3:41])[CH2:24][CH3:25])[C:19]([F:42])=[CH:18][C:15]=1[C:16]#[N:17].O. Given the product [F:42][C:19]1[C:20]([O:22][CH:23]([C:26]2[S:30][C:29]([C:31]3[CH:32]=[CH:33][C:34]([C:37]([F:40])([F:38])[F:39])=[CH:35][CH:36]=3)=[N:28][C:27]=2[CH3:41])[CH2:24][CH3:25])=[CH:21][C:14]([O:6][CH2:1][C:2]([F:5])([F:4])[F:3])=[C:15]([CH:18]=1)[C:16]#[N:17], predict the reactants needed to synthesize it. (2) Given the product [OH:11][C:3]1[CH:4]=[CH:5][C:6]([N+:8]([O-:10])=[O:9])=[CH:7][C:2]=1[NH:1][C:18](=[O:22])[CH2:19][CH2:20][CH3:21], predict the reactants needed to synthesize it. The reactants are: [NH2:1][C:2]1[CH:7]=[C:6]([N+:8]([O-:10])=[O:9])[CH:5]=[CH:4][C:3]=1[OH:11].N1C=CC=CC=1.[C:18](Cl)(=[O:22])[CH2:19][CH2:20][CH3:21].